Dataset: Catalyst prediction with 721,799 reactions and 888 catalyst types from USPTO. Task: Predict which catalyst facilitates the given reaction. (1) Reactant: Cl.[CH2:2]([N:9]1[CH2:12][CH:11]([OH:13])[CH2:10]1)[C:3]1[CH:8]=[CH:7][CH:6]=[CH:5][CH:4]=1.[H-].[Na+].Cl[C:17]1[N:22]=[CH:21][N:20]=[C:19]2[N:23]([C:26]3[CH:31]=[CH:30][C:29]([S:32]([CH3:35])(=[O:34])=[O:33])=[CH:28][CH:27]=3)[N:24]=[CH:25][C:18]=12. Product: [CH2:2]([N:9]1[CH2:12][CH:11]([O:13][C:17]2[N:22]=[CH:21][N:20]=[C:19]3[N:23]([C:26]4[CH:27]=[CH:28][C:29]([S:32]([CH3:35])(=[O:33])=[O:34])=[CH:30][CH:31]=4)[N:24]=[CH:25][C:18]=23)[CH2:10]1)[C:3]1[CH:4]=[CH:5][CH:6]=[CH:7][CH:8]=1. The catalyst class is: 44. (2) Product: [CH3:13][O:12][C:3]1[CH:4]=[C:5]([CH:8]=[C:9]([O:10][CH3:11])[C:2]=1[O:1][CH2:20][C:21]([CH3:24])([CH3:23])[CH3:22])[CH:6]=[O:7]. The catalyst class is: 3. Reactant: [OH:1][C:2]1[C:9]([O:10][CH3:11])=[CH:8][C:5]([CH:6]=[O:7])=[CH:4][C:3]=1[O:12][CH3:13].C([O-])([O-])=O.[Cs+].[Cs+].[CH2:20](Br)[C:21]([CH3:24])([CH3:23])[CH3:22].O.